Dataset: Reaction yield outcomes from USPTO patents with 853,638 reactions. Task: Predict the reaction yield, written as a fraction of the theoretical maximum amount of product (1.0 means a 100% yield; for example, 0.34 means a 34% yield). (1) The reactants are [C:1]([O:5][C:6]([NH:8][C@@H:9]([C:13]([SH:16])([CH3:15])[CH3:14])[C:10]([OH:12])=[O:11])=[O:7])([CH3:4])([CH3:3])[CH3:2].CCN(C(C)C)C(C)C.Br[CH2:27][C:28]([O:30][CH3:31])=[O:29].Cl. The catalyst is CN(C=O)C.CCOC(C)=O. The product is [C:1]([O:5][C:6]([NH:8][C@@H:9]([C:13]([S:16][CH2:27][C:28]([O:30][CH3:31])=[O:29])([CH3:15])[CH3:14])[C:10]([OH:12])=[O:11])=[O:7])([CH3:4])([CH3:2])[CH3:3]. The yield is 0.490. (2) The reactants are [Br:1][C:2]1[CH:8]=[C:7]([F:9])[CH:6]=[CH:5][C:3]=1[NH2:4].[N:10]([O-])=O.[Na+].Cl[Sn]Cl.Cl. The catalyst is Cl. The product is [Br:1][C:2]1[CH:8]=[C:7]([F:9])[CH:6]=[CH:5][C:3]=1[NH:4][NH2:10]. The yield is 0.830. (3) The reactants are [OH:1][C:2]1[CH:3]=[C:4]2[C:9](=[CH:10][C:11]=1[O:12][CH3:13])[NH:8][CH:7]=[N:6][C:5]2=[O:14].CO.C([O-])([O-])=O.[Cs+].[Cs+].I[CH2:24][CH3:25]. The catalyst is O.CC#N. The product is [CH2:24]([O:1][C:2]1[CH:3]=[C:4]2[C:9](=[CH:10][C:11]=1[O:12][CH3:13])[NH:8][CH:7]=[N:6][C:5]2=[O:14])[CH3:25]. The yield is 0.490. (4) The reactants are [NH2:1][C:2]1[CH:7]=[CH:6][C:5](Br)=[C:4]([C:9]([F:12])([F:11])[F:10])[N:3]=1.[B:13]1([B:13]2[O:17][C:16]([CH3:19])([CH3:18])[C:15]([CH3:21])([CH3:20])[O:14]2)[O:17][C:16]([CH3:19])([CH3:18])[C:15]([CH3:21])([CH3:20])[O:14]1.CC([O-])=O.[K+]. The catalyst is O1CCOCC1.C1C=CC(P(C2C=CC=CC=2)[C-]2C=CC=C2)=CC=1.C1C=CC(P(C2C=CC=CC=2)[C-]2C=CC=C2)=CC=1.Cl[Pd]Cl.[Fe+2].C(Cl)Cl. The product is [CH3:20][C:15]1([CH3:21])[C:16]([CH3:19])([CH3:18])[O:17][B:13]([C:5]2[CH:6]=[CH:7][C:2]([NH2:1])=[N:3][C:4]=2[C:9]([F:12])([F:11])[F:10])[O:14]1. The yield is 1.00. (5) The reactants are [Br:1][C:2]1[C:3]2[CH2:10][CH2:9][C:8](=O)[C:4]=2[CH:5]=[N:6][CH:7]=1.[NH3:12].CO.[BH4-].[Na+]. The catalyst is CC(C)[O-].[Ti+4].CC(C)[O-].CC(C)[O-].CC(C)[O-]. The product is [Br:1][C:2]1[C:3]2[CH2:10][CH2:9][CH:8]([NH2:12])[C:4]=2[CH:5]=[N:6][CH:7]=1. The yield is 0.520. (6) The reactants are Cl[C:2]1[CH:7]=[C:6]([O:8][C:9]2[C:10]([CH3:21])=[N:11][CH:12]=[C:13]([C:19]=2[CH3:20])[C:14]([O:16][CH2:17][CH3:18])=[O:15])[CH:5]=[CH:4][N:3]=1.C(=O)(OC(C)(C)C)[NH2:23].P([O-])([O-])([O-])=O.[K+].[K+].[K+].CC1(C)C2C=CC=C(P(C3C=CC=CC=3)C3C=CC=CC=3)C=2OC2C1=CC=CC=2P(C1C=CC=CC=1)C1C=CC=CC=1. The catalyst is C1(C)C=CC=CC=1.O.C1C=CC(/C=C/C(/C=C/C2C=CC=CC=2)=O)=CC=1.C1C=CC(/C=C/C(/C=C/C2C=CC=CC=2)=O)=CC=1.C1C=CC(/C=C/C(/C=C/C2C=CC=CC=2)=O)=CC=1.[Pd].[Pd]. The product is [NH2:23][C:2]1[CH:7]=[C:6]([O:8][C:9]2[C:10]([CH3:21])=[N:11][CH:12]=[C:13]([C:19]=2[CH3:20])[C:14]([O:16][CH2:17][CH3:18])=[O:15])[CH:5]=[CH:4][N:3]=1. The yield is 0.540. (7) The reactants are Br.[F:2][C:3]1[CH:12]=[C:11]2[C:6]([CH:7]=[CH:8][C:9]([CH3:13])=[N:10]2)=[C:5]([OH:14])[CH:4]=1.[Br:15][CH2:16][CH2:17]Br. No catalyst specified. The product is [Br:15][CH2:16][CH2:17][O:14][C:5]1[CH:4]=[C:3]([F:2])[CH:12]=[C:11]2[C:6]=1[CH:7]=[CH:8][C:9]([CH3:13])=[N:10]2. The yield is 0.910.